Dataset: Blood-brain barrier permeability classification from the B3DB database. Task: Regression/Classification. Given a drug SMILES string, predict its absorption, distribution, metabolism, or excretion properties. Task type varies by dataset: regression for continuous measurements (e.g., permeability, clearance, half-life) or binary classification for categorical outcomes (e.g., BBB penetration, CYP inhibition). Dataset: b3db_classification. The compound is COc1cc2sc(-c3ccccc3)nc2cc1CNC1CCCNC1c1ccccc1. The result is 1 (penetrates BBB).